From a dataset of Full USPTO retrosynthesis dataset with 1.9M reactions from patents (1976-2016). Predict the reactants needed to synthesize the given product. (1) Given the product [CH:13]([O:12][C:5]1[C:4]2[C:9](=[CH:10][CH:11]=[C:2]([C:24]3[CH:25]=[CH:26][S:22][CH:23]=3)[CH:3]=2)[N:8]=[CH:7][N:6]=1)([CH3:15])[CH3:14], predict the reactants needed to synthesize it. The reactants are: Br[C:2]1[CH:3]=[C:4]2[C:9](=[CH:10][CH:11]=1)[N:8]=[CH:7][N:6]=[C:5]2[O:12][CH:13]([CH3:15])[CH3:14].C(=O)([O-])[O-].[K+].[K+].[S:22]1[CH:26]=[CH:25][C:24](B(O)O)=[CH:23]1. (2) Given the product [CH3:12][O:13][C:14]1[CH:19]=[CH:18][CH:17]=[CH:16][C:15]=1[N:20]1[CH2:25][CH2:24][N:23]([CH:7]2[CH2:8][CH2:9][C:4]3([O:11][CH2:1][CH2:2][O:3]3)[CH2:5][CH2:6]2)[CH2:22][CH2:21]1, predict the reactants needed to synthesize it. The reactants are: [CH2:1]1[O:11][C:4]2([CH2:9][CH2:8][C:7](=O)[CH2:6][CH2:5]2)[O:3][CH2:2]1.[CH3:12][O:13][C:14]1[CH:19]=[CH:18][CH:17]=[CH:16][C:15]=1[N:20]1[CH2:25][CH2:24][NH:23][CH2:22][CH2:21]1.C(O[BH-](OC(=O)C)OC(=O)C)(=O)C.[Na+].C(O)(=O)C. (3) Given the product [O:23]=[C:21]([CH3:22])[CH2:20][O:4][C:3]([C@@H:2]1[CH2:6][CH2:7][CH2:8][N:1]1[C:9]([O:11][CH2:12][C:13]1[CH:14]=[CH:15][CH:16]=[CH:17][CH:18]=1)=[O:10])=[O:5], predict the reactants needed to synthesize it. The reactants are: [N:1]1([C:9]([O:11][CH2:12][C:13]2[CH:18]=[CH:17][CH:16]=[CH:15][CH:14]=2)=[O:10])[CH2:8][CH2:7][CH2:6][C@H:2]1[C:3]([OH:5])=[O:4].O[CH2:20][C:21](=[O:23])[CH3:22].C1CCC(N=C=NC2CCCCC2)CC1. (4) Given the product [OH:1][C@H:2]([CH3:24])[C@H:3]([NH:11][C:12](=[O:23])[CH2:13][N:14]1[CH2:17][C:16]2([CH2:21][CH2:20][CH2:19][N:18]2[C:31]([C:30]2[N:49]([CH3:53])[N:27]=[CH:28][N:29]=2)=[O:46])[C:15]1=[O:22])[C:4](=[O:10])[N:5]1[CH2:6][CH2:7][CH2:8][CH2:9]1, predict the reactants needed to synthesize it. The reactants are: [OH:1][C@H:2]([CH3:24])[C@H:3]([NH:11][C:12](=[O:23])[CH2:13][N:14]1[CH2:17][C:16]2([CH2:21][CH2:20][CH2:19][NH:18]2)[C:15]1=[O:22])[C:4](=[O:10])[N:5]1[CH2:9][CH2:8][CH2:7][CH2:6]1.CC[N:27]=[C:28]=[N:29][CH2:30][CH2:31]CN(C)C.Cl.C1C=CC2N([OH:46])N=NC=2C=1.CC[N:49]([CH:53](C)C)C(C)C. (5) Given the product [F:24][C:3]1([F:25])[CH2:4][N:5]2[C:13]3[CH:12]=[C:11]([C:14]([O:16][CH2:17][CH3:18])=[O:15])[CH:10]=[CH:9][C:8]=3[CH:7]=[C:6]2[C:19](=[O:20])[NH:1][CH2:2]1, predict the reactants needed to synthesize it. The reactants are: [NH2:1][CH2:2][C:3]([F:25])([F:24])[CH2:4][N:5]1[C:13]2[C:8](=[CH:9][CH:10]=[C:11]([C:14]([O:16][CH2:17][CH3:18])=[O:15])[CH:12]=2)[CH:7]=[C:6]1[C:19](OCC)=[O:20].C(N(CC)CC)C.C([O-])([O-])=O.[K+].[K+]. (6) Given the product [CH3:1][O:2][C:3]1[N:8]=[CH:7][C:6]([NH:9][C:10]2[N:15]=[CH:14][C:13]([CH:16]([C:18]3[CH:23]=[CH:22][C:21]([S:58]([CH3:42])(=[O:62])=[O:60])=[CH:20][CH:19]=3)[OH:17])=[CH:12][C:11]=2[C:26]2[N:34]=[C:33]([CH3:35])[N:32]=[C:31]3[C:27]=2[N:28]=[CH:29][N:30]3[CH:36]2[CH2:41][CH2:40][CH2:39][CH2:38][O:37]2)=[CH:5][CH:4]=1, predict the reactants needed to synthesize it. The reactants are: [CH3:1][O:2][C:3]1[N:8]=[CH:7][C:6]([NH:9][C:10]2[N:15]=[CH:14][C:13]([CH:16]([C:18]3[CH:23]=[CH:22][C:21](SC)=[CH:20][CH:19]=3)[OH:17])=[CH:12][C:11]=2[C:26]2[N:34]=[C:33]([CH3:35])[N:32]=[C:31]3[C:27]=2[N:28]=[CH:29][N:30]3[CH:36]2[CH2:41][CH2:40][CH2:39][CH2:38][O:37]2)=[CH:5][CH:4]=1.[CH:42]1C=C(Cl)C=C(C(OO)=O)C=1.C(=O)(O)[O-].[Na+].[S:58]([O-:62])([O-])(=[O:60])=S.[Na+].[Na+]. (7) Given the product [N:1]1([C:10]2[S:14][C:13]([C:15]([NH2:28])=[O:17])=[C:12]([O:19][CH2:20][C:21]3[CH:22]=[CH:23][C:24]([CH3:27])=[CH:25][CH:26]=3)[CH:11]=2)[C:5]2[CH:6]=[CH:7][CH:8]=[CH:9][C:4]=2[N:3]=[CH:2]1, predict the reactants needed to synthesize it. The reactants are: [N:1]1([C:10]2[S:14][C:13]([C:15]([O:17]C)=O)=[C:12]([O:19][CH2:20][C:21]3[CH:26]=[CH:25][C:24]([CH3:27])=[CH:23][CH:22]=3)[CH:11]=2)[C:5]2[CH:6]=[CH:7][CH:8]=[CH:9][C:4]=2[N:3]=[CH:2]1.[NH3:28].